Dataset: Reaction yield outcomes from USPTO patents with 853,638 reactions. Task: Predict the reaction yield, written as a fraction of the theoretical maximum amount of product (1.0 means a 100% yield; for example, 0.34 means a 34% yield). (1) The reactants are [F:1][C:2]1[CH:7]=[CH:6][C:5]([C:8]2[O:12][N:11]=[C:10]([C:13]([NH:15][C@@H:16]([CH2:24][CH:25]([CH3:27])[CH3:26])[C:17]([O:19]C(C)(C)C)=[O:18])=[O:14])[CH:9]=2)=[CH:4][CH:3]=1.C(O)(C(F)(F)F)=O. The catalyst is ClCCl. The product is [F:1][C:2]1[CH:3]=[CH:4][C:5]([C:8]2[O:12][N:11]=[C:10]([C:13]([NH:15][C@@H:16]([CH2:24][CH:25]([CH3:27])[CH3:26])[C:17]([OH:19])=[O:18])=[O:14])[CH:9]=2)=[CH:6][CH:7]=1. The yield is 1.00. (2) The reactants are [CH2:1]([O:5][C:6]1[CH:13]=[CH:12][CH:11]=[C:10]([N+:14]([O-])=O)[C:7]=1[C:8]#[N:9])[CH:2]([CH3:4])[CH3:3]. The catalyst is CC(O)=O.C1COCC1.CCOC(C)=O.[Fe]. The product is [NH2:14][C:10]1[CH:11]=[CH:12][CH:13]=[C:6]([O:5][CH2:1][CH:2]([CH3:4])[CH3:3])[C:7]=1[C:8]#[N:9]. The yield is 0.830.